From a dataset of Retrosynthesis with 50K atom-mapped reactions and 10 reaction types from USPTO. Predict the reactants needed to synthesize the given product. Given the product CNC(=O)Nc1ccc2c(c1)C(=O)/C(=C/c1c(-c3c(C)nn(C)c3C)[nH]c3ccc(OCCOC)cc13)O2, predict the reactants needed to synthesize it. The reactants are: CNC(=O)Nc1ccc2c(c1)C(=O)CO2.COCCOc1ccc2[nH]c(-c3c(C)nn(C)c3C)c(C=O)c2c1.